Dataset: Forward reaction prediction with 1.9M reactions from USPTO patents (1976-2016). Task: Predict the product of the given reaction. Given the reactants [Cl:1][C:2]1[CH:3]=[C:4]([CH:8]([C:10]2[CH:14]=[CH:13][O:12][CH:11]=2)[OH:9])[CH:5]=[CH:6][CH:7]=1.[Li]C(C)(C)C.CCCCC.CN([CH:28]=[O:29])C.[NH4+].[Cl-], predict the reaction product. The product is: [Cl:1][C:2]1[CH:3]=[C:4]([CH:8]([OH:9])[C:10]2[CH:14]=[C:13]([CH:28]=[O:29])[O:12][CH:11]=2)[CH:5]=[CH:6][CH:7]=1.